Task: Regression. Given a peptide amino acid sequence and an MHC pseudo amino acid sequence, predict their binding affinity value. This is MHC class I binding data.. Dataset: Peptide-MHC class I binding affinity with 185,985 pairs from IEDB/IMGT (1) The peptide sequence is RLRPGGKKKY. The MHC is HLA-A68:01 with pseudo-sequence HLA-A68:01. The binding affinity (normalized) is 0. (2) The peptide sequence is TMNVTTHKY. The MHC is HLA-A33:01 with pseudo-sequence HLA-A33:01. The binding affinity (normalized) is 0.0313. (3) The peptide sequence is QEPGPVGPL. The MHC is HLA-B53:01 with pseudo-sequence HLA-B53:01. The binding affinity (normalized) is 0.213. (4) The peptide sequence is RKRLMSMVK. The MHC is HLA-A01:01 with pseudo-sequence HLA-A01:01. The binding affinity (normalized) is 0.0847. (5) The peptide sequence is GYVVSNFEGV. The MHC is HLA-A30:02 with pseudo-sequence HLA-A30:02. The binding affinity (normalized) is 0. (6) The peptide sequence is WRDDSRGRW. The MHC is HLA-A30:01 with pseudo-sequence HLA-A30:01. The binding affinity (normalized) is 0.0847. (7) The peptide sequence is LIVMLLFAGV. The MHC is HLA-A68:02 with pseudo-sequence HLA-A68:02. The binding affinity (normalized) is 0.227.